This data is from Reaction yield outcomes from USPTO patents with 853,638 reactions. The task is: Predict the reaction yield, written as a fraction of the theoretical maximum amount of product (1.0 means a 100% yield; for example, 0.34 means a 34% yield). (1) The reactants are [NH2:1][C:2]1[CH:15]=[CH:14][C:5]([O:6][C:7]2[N:12]=[CH:11][N:10]=[C:9]([NH2:13])[CH:8]=2)=[CH:4][CH:3]=1.C1([O:22][C:23](=O)[NH:24][C:25]2[CH:30]=[CH:29][CH:28]=[C:27]([S:31]([CH3:34])(=[O:33])=[O:32])[CH:26]=2)C=CC=CC=1.C(OCC)(=O)C.O. The catalyst is CS(C)=O.CO. The product is [NH2:13][C:9]1[N:10]=[CH:11][N:12]=[C:7]([O:6][C:5]2[CH:14]=[CH:15][C:2]([NH:1][C:23]([NH:24][C:25]3[CH:30]=[CH:29][CH:28]=[C:27]([S:31]([CH3:34])(=[O:33])=[O:32])[CH:26]=3)=[O:22])=[CH:3][CH:4]=2)[CH:8]=1. The yield is 0.430. (2) The reactants are [OH-].[Li+].[C:3]([N:6]1[C:15]2[C:10](=[CH:11][C:12]([C:16]3[CH:21]=[CH:20][C:19]([CH2:22][CH2:23][C:24]([O:26]CC)=[O:25])=[CH:18][CH:17]=3)=[CH:13][CH:14]=2)[C@H:9]([NH:29][C:30]([O:32][CH:33]([CH3:35])[CH3:34])=[O:31])[CH2:8][C@@H:7]1[CH3:36])(=[O:5])[CH3:4]. The catalyst is CO. The product is [C:3]([N:6]1[C:15]2[C:10](=[CH:11][C:12]([C:16]3[CH:21]=[CH:20][C:19]([CH2:22][CH2:23][C:24]([OH:26])=[O:25])=[CH:18][CH:17]=3)=[CH:13][CH:14]=2)[C@H:9]([NH:29][C:30]([O:32][CH:33]([CH3:35])[CH3:34])=[O:31])[CH2:8][C@@H:7]1[CH3:36])(=[O:5])[CH3:4]. The yield is 0.960. (3) The reactants are Cl[CH2:2][CH2:3][CH2:4][O:5][C:6]1[CH:15]=[C:14]2[C:9]([C:10]([NH:16][C:17]3[CH:21]=[C:20]([CH2:22][C:23]([NH:25][C:26]4[CH:31]=[C:30]([F:32])[CH:29]=[C:28]([F:33])[CH:27]=4)=[O:24])[NH:19][N:18]=3)=[N:11][CH:12]=[N:13]2)=[CH:8][C:7]=1[O:34][CH3:35].[I-].[K+].[CH2:38]([NH:42][CH2:43][CH2:44][OH:45])[CH:39]([CH3:41])[CH3:40]. The catalyst is CN1CCCC1=O. The product is [F:33][C:28]1[CH:27]=[C:26]([NH:25][C:23](=[O:24])[CH2:22][C:20]2[NH:19][N:18]=[C:17]([NH:16][C:10]3[C:9]4[C:14](=[CH:15][C:6]([O:5][CH2:4][CH2:3][CH2:2][N:42]([CH2:43][CH2:44][OH:45])[CH2:38][CH:39]([CH3:41])[CH3:40])=[C:7]([O:34][CH3:35])[CH:8]=4)[N:13]=[CH:12][N:11]=3)[CH:21]=2)[CH:31]=[C:30]([F:32])[CH:29]=1. The yield is 0.450.